Dataset: Full USPTO retrosynthesis dataset with 1.9M reactions from patents (1976-2016). Task: Predict the reactants needed to synthesize the given product. Given the product [Cl:18][CH2:19][C:20]([O:22][CH:23]1[C:24]([OH:66])([CH3:65])[CH2:25][CH2:26][CH:27]([OH:59])[CH2:28][C:29]([O:31][CH:32](/[C:37](/[CH3:58])=[CH:38]/[CH:39]=[CH:40]/[CH:41]([CH3:57])[CH2:42][CH:43]2[O:56][CH:44]2[CH:45]([CH3:55])[CH:46]([OH:49])[CH2:47][CH3:48])[CH:33]([CH3:36])[CH:34]=[CH:35]1)=[O:30])=[O:21], predict the reactants needed to synthesize it. The reactants are: C1(C)C=CC(S([O-])(=O)=O)=CC=1.[NH+]1C=CC=CC=1.[Cl:18][CH2:19][C:20]([O:22][CH:23]1[C:24]([O:66]C(OCC)C)([CH3:65])[CH2:25][CH2:26][CH:27]([O:59]C(OCC)C)[CH2:28][C:29]([O:31][CH:32](/[C:37](/[CH3:58])=[CH:38]/[CH:39]=[CH:40]/[CH:41]([CH3:57])[CH2:42][CH:43]2[O:56][CH:44]2[CH:45]([CH3:55])[CH:46]([O:49]C(OCC)C)[CH2:47][CH3:48])[CH:33]([CH3:36])[CH:34]=[CH:35]1)=[O:30])=[O:21].